Predict which catalyst facilitates the given reaction. From a dataset of Catalyst prediction with 721,799 reactions and 888 catalyst types from USPTO. (1) Reactant: [F:1][C:2]1[CH:7]=[CH:6][C:5]([CH2:8][C:9]([OH:11])=O)=[CH:4][CH:3]=1.C(Cl)(=O)C([Cl:15])=O. Product: [F:1][C:2]1[CH:7]=[CH:6][C:5]([CH2:8][C:9]([Cl:15])=[O:11])=[CH:4][CH:3]=1. The catalyst class is: 118. (2) Reactant: [OH:1][C:2]1[CH:3]=[C:4]([C:8]2[C:13]([CH2:14][C:15]([O:17][CH3:18])=[O:16])=[C:12]([CH3:19])[N:11]=[C:10]([C:20]3[CH:25]=[CH:24][CH:23]=[CH:22][CH:21]=3)[N:9]=2)[CH:5]=[CH:6][CH:7]=1.Br[CH2:27][O:28][CH3:29].[CH:30](N(CC)C(C)C)([CH3:32])[CH3:31]. Product: [CH3:27][O:28][CH2:29][O:1][C:2]1[CH:3]=[C:4]([C:8]2[C:13]([CH:14]([CH2:31][CH2:30][CH3:32])[C:15]([O:17][CH3:18])=[O:16])=[C:12]([CH3:19])[N:11]=[C:10]([C:20]3[CH:21]=[CH:22][CH:23]=[CH:24][CH:25]=3)[N:9]=2)[CH:5]=[CH:6][CH:7]=1. The catalyst class is: 7. (3) Reactant: [NH2:1][OH:2].[F:3][CH2:4][CH:5]([NH:14][C:15](=[O:21])[O:16][C:17]([CH3:20])([CH3:19])[CH3:18])[C:6]1[CH:11]=[CH:10][C:9]([CH:12]=O)=[CH:8][CH:7]=1. Product: [F:3][CH2:4][CH:5]([NH:14][C:15](=[O:21])[O:16][C:17]([CH3:20])([CH3:19])[CH3:18])[C:6]1[CH:11]=[CH:10][C:9]([CH:12]=[N:1][OH:2])=[CH:8][CH:7]=1. The catalyst class is: 8. (4) Reactant: [NH2:1][C:2]1[C:11]2[C:6](=[CH:7][CH:8]=[CH:9][C:10]=2[F:12])[NH:5][C:4](=[O:13])[C:3]=1[C:14]1[NH:18][C:17]2[CH:19]=[C:20]([N:23]3[CH2:28][CH2:27][NH:26][CH2:25][CH2:24]3)[CH:21]=[CH:22][C:16]=2[N:15]=1.[F:29][C:30]([F:37])([F:36])[C:31](OCC)=[O:32]. Product: [NH2:1][C:2]1[C:11]2[C:6](=[CH:7][CH:8]=[CH:9][C:10]=2[F:12])[NH:5][C:4](=[O:13])[C:3]=1[C:14]1[NH:18][C:17]2[CH:19]=[C:20]([N:23]3[CH2:28][CH2:27][N:26]([C:31](=[O:32])[C:30]([F:37])([F:36])[F:29])[CH2:25][CH2:24]3)[CH:21]=[CH:22][C:16]=2[N:15]=1. The catalyst class is: 80. (5) Reactant: [Br:1][C:2]1[CH:25]=[CH:24][C:23]([F:26])=[CH:22][C:3]=1[O:4][CH:5]1[CH2:10][CH2:9][N:8]([C:11]2[N:12]=[CH:13][C:14]3[N:19]=[C:18]([C:20]#[N:21])[S:17][C:15]=3[N:16]=2)[CH2:7][CH2:6]1.[Cl-].[NH4+].[N-:29]=[N+:30]=[N-:31].[Na+].Cl. Product: [Br:1][C:2]1[CH:25]=[CH:24][C:23]([F:26])=[CH:22][C:3]=1[O:4][CH:5]1[CH2:10][CH2:9][N:8]([C:11]2[N:12]=[CH:13][C:14]3[N:19]=[C:18]([C:20]4[N:29]=[N:30][NH:31][N:21]=4)[S:17][C:15]=3[N:16]=2)[CH2:7][CH2:6]1. The catalyst class is: 3. (6) Reactant: [C:1]1([O:7][C:8](Cl)=[O:9])[CH:6]=[CH:5][CH:4]=[CH:3][CH:2]=1.[NH2:11][C:12]1[CH:17]=[CH:16][C:15]([C:18]#[N:19])=[CH:14][N:13]=1.N1C=CC=CC=1. Product: [C:1]1([O:7][C:8](=[O:9])[NH:11][C:12]2[CH:17]=[CH:16][C:15]([C:18]#[N:19])=[CH:14][N:13]=2)[CH:6]=[CH:5][CH:4]=[CH:3][CH:2]=1. The catalyst class is: 1. (7) Reactant: [CH2:1]([O:3][C:4]([C:6]1([NH:15][C:16](=[O:25])[C:17]2[CH:22]=[CH:21][CH:20]=[C:19]([CH3:23])[C:18]=2[OH:24])[CH2:14][C:13]2[C:8](=[CH:9][CH:10]=[CH:11][CH:12]=2)[CH2:7]1)=[O:5])[CH3:2].C([O-])([O-])=O.[Cs+].[Cs+].Br[CH:33]([CH3:35])[CH3:34]. Product: [CH2:1]([O:3][C:4]([C:6]1([NH:15][C:16](=[O:25])[C:17]2[CH:22]=[CH:21][CH:20]=[C:19]([CH3:23])[C:18]=2[O:24][CH:33]([CH3:35])[CH3:34])[CH2:7][C:8]2[C:13](=[CH:12][CH:11]=[CH:10][CH:9]=2)[CH2:14]1)=[O:5])[CH3:2]. The catalyst class is: 3.